This data is from Full USPTO retrosynthesis dataset with 1.9M reactions from patents (1976-2016). The task is: Predict the reactants needed to synthesize the given product. Given the product [N:52]1([CH2:56][CH:57]2[CH2:62][CH2:61][N:60]([C:8]([NH:9][C:19]3[CH:24]=[C:23]([O:25][C:26]4[CH:31]=[CH:30][C:29]([NH:32][C:33]([C:35]5([C:38]([NH:39][C:40]6[CH:41]=[CH:42][C:43]([F:46])=[CH:44][CH:45]=6)=[O:47])[CH2:37][CH2:36]5)=[O:34])=[CH:28][C:27]=4[F:48])[CH:22]=[CH:21][N:20]=3)=[O:7])[CH2:59][CH2:58]2)[CH2:55][CH2:54][CH2:53]1, predict the reactants needed to synthesize it. The reactants are: C1([O:7][C:8](=O)[N:9]([C:19]2[CH:24]=[C:23]([O:25][C:26]3[CH:31]=[CH:30][C:29]([NH:32][C:33]([C:35]4([C:38](=[O:47])[NH:39][C:40]5[CH:45]=[CH:44][C:43]([F:46])=[CH:42][CH:41]=5)[CH2:37][CH2:36]4)=[O:34])=[CH:28][C:27]=3[F:48])[CH:22]=[CH:21][N:20]=2)C(OC2C=CC=CC=2)=O)C=CC=CC=1.Cl.Cl.[N:52]1([CH2:56][CH:57]2[CH2:62][CH2:61][NH:60][CH2:59][CH2:58]2)[CH2:55][CH2:54][CH2:53]1.C(N(CC)CC)C.